This data is from Reaction yield outcomes from USPTO patents with 853,638 reactions. The task is: Predict the reaction yield, written as a fraction of the theoretical maximum amount of product (1.0 means a 100% yield; for example, 0.34 means a 34% yield). (1) The reactants are [O:1]=[C:2]1[CH2:6][N:5]([C:7]([O:9][CH2:10][C:11]2[CH:16]=[CH:15][CH:14]=[CH:13][CH:12]=2)=[O:8])[C@H:4]([C:17]([O:19][CH3:20])=[O:18])[CH2:3]1.[CH2:21](O)[CH2:22][CH2:23][OH:24].C[C@H]1C[C@H](C)OC2(CN(C(=O)[C@H](C(C)C)NC(OC)=O)[C@H](C(OC)=O)C2)O1. No catalyst specified. The product is [CH2:6]1[C:2]2([O:24][CH2:23][CH2:22][CH2:21][O:1]2)[CH2:3][C@@H:4]([C:17]([O:19][CH3:20])=[O:18])[N:5]1[C:7]([O:9][CH2:10][C:11]1[CH:12]=[CH:13][CH:14]=[CH:15][CH:16]=1)=[O:8]. The yield is 0.840. (2) The reactants are Cl[C:2]1[N:11]([C:12]2[CH:17]=[CH:16][C:15]([Cl:18])=[CH:14][CH:13]=2)[C:10](=[O:19])[C:9]2[C:4](=[CH:5][C:6]([C:20]([O:22][CH3:23])=[O:21])=[CH:7][CH:8]=2)[N:3]=1.C(N(CC)C(C)C)(C)C.[Cl:33][C:34]1[CH:41]=[CH:40][C:37]([CH2:38][NH2:39])=[CH:36][CH:35]=1. The catalyst is C(O)(C)C. The product is [Cl:33][C:34]1[CH:41]=[CH:40][C:37]([CH2:38][NH:39][C:2]2[N:11]([C:12]3[CH:17]=[CH:16][C:15]([Cl:18])=[CH:14][CH:13]=3)[C:10](=[O:19])[C:9]3[C:4](=[CH:5][C:6]([C:20]([O:22][CH3:23])=[O:21])=[CH:7][CH:8]=3)[N:3]=2)=[CH:36][CH:35]=1. The yield is 0.440. (3) The reactants are [Cl:1][C:2]1[CH:3]=[C:4]([C:9]2([C:31]([F:34])([F:33])[F:32])[O:13][N:12]=[C:11]([C:14]3[S:18][C:17]([C:19]([NH:21][CH2:22][C:23]([O:25]C)=[O:24])=[O:20])=[C:16]4[CH2:27][CH2:28][CH2:29][CH2:30][C:15]=34)[CH2:10]2)[CH:5]=[C:6]([Cl:8])[CH:7]=1.O[Li].O. The catalyst is CO.O. The product is [Cl:8][C:6]1[CH:5]=[C:4]([C:9]2([C:31]([F:32])([F:34])[F:33])[O:13][N:12]=[C:11]([C:14]3[S:18][C:17]([C:19]([NH:21][CH2:22][C:23]([OH:25])=[O:24])=[O:20])=[C:16]4[CH2:27][CH2:28][CH2:29][CH2:30][C:15]=34)[CH2:10]2)[CH:3]=[C:2]([Cl:1])[CH:7]=1. The yield is 0.820. (4) The reactants are C[O:2][C:3](=[O:46])[C:4]1[CH:9]=[CH:8][CH:7]=[CH:6][C:5]=1[O:10][C:11]1[CH:16]=[CH:15][CH:14]=[C:13]([O:17][CH2:18][CH2:19][CH2:20][O:21][C:22]2[CH:27]=[C:26]([O:28]CC3C=CC=CC=3)[C:25]([C:36]3[NH:37][N:38]=[N:39][CH:40]=3)=[CH:24][C:23]=2[CH2:41][CH3:42])[C:12]=1[CH2:43][CH2:44][CH3:45].B(F)(F)F.CCOCC. The catalyst is C(S)C.C(OCC)C.O. The product is [CH2:41]([C:23]1[CH:24]=[C:25]([C:36]2[NH:37][N:38]=[N:39][CH:40]=2)[C:26]([OH:28])=[CH:27][C:22]=1[O:21][CH2:20][CH2:19][CH2:18][O:17][C:13]1[C:12]([CH2:43][CH2:44][CH3:45])=[C:11]([CH:16]=[CH:15][CH:14]=1)[O:10][C:5]1[CH:6]=[CH:7][CH:8]=[CH:9][C:4]=1[C:3]([OH:46])=[O:2])[CH3:42]. The yield is 0.630. (5) The reactants are [CH:1]12[CH2:10][CH:5]3[CH2:6][CH:7]([CH2:9][CH:3]([CH2:4]3)[CH:2]1[NH:11][C:12]([C:14]1[CH:15]=[N:16][N:17]([C:23]3[CH:28]=[CH:27][C:26]([CH2:29][C:30]([O:32]C)=[O:31])=[CH:25][CH:24]=3)[C:18]=1[S:19][CH2:20][CH2:21][CH3:22])=[O:13])[CH2:8]2.[OH-].[Na+]. The catalyst is CO. The product is [CH:1]12[CH2:10][CH:5]3[CH2:6][CH:7]([CH2:9][CH:3]([CH2:4]3)[CH:2]1[NH:11][C:12]([C:14]1[CH:15]=[N:16][N:17]([C:23]3[CH:24]=[CH:25][C:26]([CH2:29][C:30]([OH:32])=[O:31])=[CH:27][CH:28]=3)[C:18]=1[S:19][CH2:20][CH2:21][CH3:22])=[O:13])[CH2:8]2. The yield is 0.310. (6) The reactants are Cl[C:2]1[O:3][C:4]2[C:5](=[C:7]([C:19]#[N:20])[C:8]([CH3:18])=[C:9]([C:12]3[CH:17]=[CH:16][CH:15]=[CH:14][CH:13]=3)[C:10]=2[F:11])[N:6]=1.C(N(C(C)C)CC)(C)C.[CH3:30][NH:31][C:32]([CH3:35])([CH3:34])[CH3:33]. The yield is 0.930. The product is [C:32]([N:31]([C:2]1[O:3][C:4]2[C:5](=[C:7]([C:19]#[N:20])[C:8]([CH3:18])=[C:9]([C:12]3[CH:17]=[CH:16][CH:15]=[CH:14][CH:13]=3)[C:10]=2[F:11])[N:6]=1)[CH3:30])([CH3:35])([CH3:34])[CH3:33]. The catalyst is ClCCl.